Dataset: Full USPTO retrosynthesis dataset with 1.9M reactions from patents (1976-2016). Task: Predict the reactants needed to synthesize the given product. (1) Given the product [F:12][C:13]1[CH:18]=[CH:17][C:16]([C:19]2[C:6]([C:7]([O:9][CH2:10][CH3:11])=[O:8])=[C:1]([CH:2]([CH3:4])[CH3:3])[O:5][C:20]=2[CH3:21])=[CH:15][CH:14]=1, predict the reactants needed to synthesize it. The reactants are: [C:1]([CH2:6][C:7]([O:9][CH2:10][CH3:11])=[O:8])(=[O:5])[CH:2]([CH3:4])[CH3:3].[F:12][C:13]1[CH:18]=[CH:17][C:16]([CH:19]=[C:20]([N+]([O-])=O)[CH3:21])=[CH:15][CH:14]=1.N1CCCCC1. (2) Given the product [OH:1][CH2:2][C:3]([NH:6][C:7]([C:9]1[C:10]2[CH2:11][C@@H:12]3[CH2:24][C@@H:13]3[C:14]=2[N:15]([C:17]2[CH:22]=[CH:21][C:20]([C:25]#[N:26])=[CH:19][N:18]=2)[N:16]=1)=[O:8])([CH3:5])[CH3:4], predict the reactants needed to synthesize it. The reactants are: [OH:1][CH2:2][C:3]([NH:6][C:7]([C:9]1[C:10]2[CH2:11][C@@H:12]3[CH2:24][C@@H:13]3[C:14]=2[N:15]([C:17]2[CH:22]=[CH:21][C:20](Br)=[CH:19][N:18]=2)[N:16]=1)=[O:8])([CH3:5])[CH3:4].[C:25]([Zn]C#N)#[N:26]. (3) Given the product [CH3:1][O:2][C:3]([C:5]1[C:13]2[C:8](=[CH:9][CH:10]=[CH:11][C:12]=2[O:14][CH2:15][C:16]([O:18][CH3:19])=[O:17])[N:7]([CH2:20][C:21]2[CH:26]=[CH:25][CH:24]=[CH:23][CH:22]=2)[C:6]=1[CH3:27])=[O:4].[CH2:42]([N:37]1[C:38]2[CH:39]=[CH:40][N:58]=[C:33]([O:32][CH3:31])[C:34]=2[CH:35]=[C:36]1[CH3:49])[C:43]1[CH:48]=[CH:47][CH:46]=[CH:45][CH:44]=1, predict the reactants needed to synthesize it. The reactants are: [CH3:1][O:2][C:3]([C:5]1[C:13]2[C:8](=[CH:9][CH:10]=[CH:11][C:12]=2[O:14][CH2:15][C:16]([O:18][CH3:19])=[O:17])[N:7]([CH2:20][C:21]2[CH:26]=[CH:25][CH:24]=[CH:23][CH:22]=2)[C:6]=1[CH3:27])=[O:4].COC(=O)[CH2:31][O:32][C:33]1C=[CH:40][CH:39]=[C:38]2[C:34]=1[CH:35]=[C:36]([CH3:49])[N:37]2[CH2:42][C:43]1[CH:48]=[CH:47][CH:46]=[CH:45][CH:44]=1.C([N:58]1C2C=CNC(=O)C=2C=C1C)C1C=CC=CC=1.[Cl-].C([Al+]CC)C.ClC(OC)=O.